This data is from Forward reaction prediction with 1.9M reactions from USPTO patents (1976-2016). The task is: Predict the product of the given reaction. (1) Given the reactants CS([O:5][CH2:6][CH2:7][N:8]1[C:21]2[CH:20]=[CH:19][CH:18]=[CH:17][C:16]=2[O:15][C:14]2[C:9]1=[CH:10][CH:11]=[CH:12][CH:13]=2)(=O)=O.O[C:23]1[CH:28]=[CH:27][C:26]([CH2:29][CH:30]([O:36][CH2:37][CH2:38][CH2:39][CH2:40][CH2:41][CH3:42])[C:31]([O:33][CH2:34][CH3:35])=[O:32])=[CH:25][CH:24]=1, predict the reaction product. The product is: [CH:20]1[C:21]2[N:8]([CH2:7][CH2:6][O:5][C:23]3[CH:24]=[CH:25][C:26]([CH2:29][CH:30]([O:36][CH2:37][CH2:38][CH2:39][CH2:40][CH2:41][CH3:42])[C:31]([O:33][CH2:34][CH3:35])=[O:32])=[CH:27][CH:28]=3)[C:9]3[C:14](=[CH:13][CH:12]=[CH:11][CH:10]=3)[O:15][C:16]=2[CH:17]=[CH:18][CH:19]=1. (2) Given the reactants [CH:1]([O:4][C:5]1[CH:10]=[CH:9][CH:8]=[CH:7][C:6]=1[CH2:11][NH2:12])([CH3:3])[CH3:2].[CH3:13][O:14][C:15]1[CH:20]=[CH:19][CH:18]=[CH:17][C:16]=1[S:21](Cl)(=[O:23])=[O:22].C(N)C, predict the reaction product. The product is: [CH3:13][O:14][C:15]1[CH:20]=[CH:19][CH:18]=[CH:17][C:16]=1[S:21]([NH:12][CH2:11][C:6]1[CH:7]=[CH:8][CH:9]=[CH:10][C:5]=1[O:4][CH:1]([CH3:3])[CH3:2])(=[O:23])=[O:22]. (3) Given the reactants O1C2C=CC(C(Cl)=O)=CC=2OC1.[Cl:13][C:14]1[CH:15]=[C:16]([CH:18]=[CH:19][C:20]=1[O:21][C:22]1[C:31]2[C:26](=[CH:27][C:28]([O:34][CH3:35])=[C:29]([O:32][CH3:33])[CH:30]=2)[N:25]=[CH:24][CH:23]=1)[NH2:17].[O:36]1[C:40]2[CH:41]=[CH:42][C:43]([C:45]([N:47]=[C:48]=[S:49])=[O:46])=[CH:44][C:39]=2[O:38][CH2:37]1, predict the reaction product. The product is: [O:36]1[C:40]2[CH:41]=[CH:42][C:43]([C:45]([N:47]=[C:48]=[S:49])=[O:46])=[CH:44][C:39]=2[O:38][CH2:37]1.[O:36]1[C:40]2[CH:41]=[CH:42][C:43]([C:45]([NH:47][C:48]([NH:17][C:16]3[CH:18]=[CH:19][C:20]([O:21][C:22]4[C:31]5[C:26](=[CH:27][C:28]([O:34][CH3:35])=[C:29]([O:32][CH3:33])[CH:30]=5)[N:25]=[CH:24][CH:23]=4)=[C:14]([Cl:13])[CH:15]=3)=[S:49])=[O:46])=[CH:44][C:39]=2[O:38][CH2:37]1. (4) Given the reactants [NH2:1][C:2]1[CH:3]=[C:4]2[C:20](=[O:21])[NH:19][N:18]=[CH:17][C:6]3=[C:7]([C:11]4[CH:16]=[CH:15][CH:14]=[CH:13][CH:12]=4)[NH:8][C:9]([CH:10]=1)=[C:5]23.[C:22]1([CH3:41])[CH:27]=[CH:26][C:25]([S:28]([NH:31][C:32]2[CH:40]=[CH:39][CH:38]=[CH:37][C:33]=2[C:34](O)=[O:35])(=[O:30])=[O:29])=[CH:24][CH:23]=1.C(N(CC)CC)C.F[P-](F)(F)(F)(F)F.N1(OC(N(C)C)=[N+](C)C)C2N=CC=CC=2N=N1, predict the reaction product. The product is: [O:21]=[C:20]1[C:4]2[C:5]3[C:6](=[C:7]([C:11]4[CH:12]=[CH:13][CH:14]=[CH:15][CH:16]=4)[NH:8][C:9]=3[CH:10]=[C:2]([NH:1][C:34](=[O:35])[C:33]3[CH:37]=[CH:38][CH:39]=[CH:40][C:32]=3[NH:31][S:28]([C:25]3[CH:26]=[CH:27][C:22]([CH3:41])=[CH:23][CH:24]=3)(=[O:30])=[O:29])[CH:3]=2)[CH:17]=[N:18][NH:19]1. (5) Given the reactants [F:1][C:2]1[CH:9]=[CH:8][C:5]([CH2:6][OH:7])=[CH:4][CH:3]=1.[H-].[Na+].[NH2:12][C:13]1[C:18]([F:19])=[CH:17][N:16]=[C:15](Cl)[N:14]=1, predict the reaction product. The product is: [F:19][C:18]1[C:13]([NH2:12])=[N:14][C:15]([O:7][CH2:6][C:5]2[CH:8]=[CH:9][C:2]([F:1])=[CH:3][CH:4]=2)=[N:16][CH:17]=1. (6) Given the reactants [F:1][C:2]1[CH:7]=[CH:6][C:5]([C:8]2[O:9][C:10]([C:17]3[CH:21]=[CH:20][S:19][CH:18]=3)=[C:11](CC(O)=O)[N:12]=2)=[CH:4][CH:3]=1.C1(P(N=[N+]=[N-])(C2C=CC=CC=2)=O)C=CC=CC=1.C(N(CC)CC)C, predict the reaction product. The product is: [F:1][C:2]1[CH:3]=[CH:4][C:5]([C:8]2[O:9][C:10]([C:17]3[CH:21]=[CH:20][S:19][CH:18]=3)=[CH:11][N:12]=2)=[CH:6][CH:7]=1. (7) Given the reactants [CH3:1][O:2][C:3]1[CH:4]=[C:5]([CH2:11][CH2:12][C:13](Cl)=[O:14])[CH:6]=[CH:7][C:8]=1[O:9][CH3:10].[N+:16]([C:19]1[CH:26]=[CH:25][C:22]([CH2:23][NH2:24])=[CH:21][CH:20]=1)([O-:18])=[O:17].C(N(CC)CC)C.O1CCCC1, predict the reaction product. The product is: [N+:16]([C:19]1[CH:20]=[CH:21][C:22]([CH2:23][NH:24][C:13](=[O:14])[CH2:12][CH2:11][C:5]2[CH:6]=[CH:7][C:8]([O:9][CH3:10])=[C:3]([O:2][CH3:1])[CH:4]=2)=[CH:25][CH:26]=1)([O-:18])=[O:17].